Dataset: Full USPTO retrosynthesis dataset with 1.9M reactions from patents (1976-2016). Task: Predict the reactants needed to synthesize the given product. The reactants are: [N:1]1([CH2:6][CH2:7][N:8]2[C:16]3[C:11](=[CH:12][C:13]([N:17]4[CH:22]=[CH:21][C:20]([Sn](C)(C)C)=[CH:19][C:18]4=[O:27])=[CH:14][CH:15]=3)[CH:10]=[N:9]2)[CH2:5][CH2:4][CH2:3][CH2:2]1.[CH3:28][C:29]1[CH:30]=[CH:31][C:32]2[O:36][C:35](SC)=[N:34][C:33]=2[CH:39]=1.[ClH:40]. Given the product [ClH:40].[CH3:28][C:29]1[CH:30]=[CH:31][C:32]2[O:36][C:35]([C:20]3[CH:21]=[CH:22][N:17]([C:13]4[CH:12]=[C:11]5[C:16](=[CH:15][CH:14]=4)[N:8]([CH2:7][CH2:6][N:1]4[CH2:5][CH2:4][CH2:3][CH2:2]4)[N:9]=[CH:10]5)[C:18](=[O:27])[CH:19]=3)=[N:34][C:33]=2[CH:39]=1, predict the reactants needed to synthesize it.